From a dataset of Reaction yield outcomes from USPTO patents with 853,638 reactions. Predict the reaction yield, written as a fraction of the theoretical maximum amount of product (1.0 means a 100% yield; for example, 0.34 means a 34% yield). (1) The reactants are [CH3:1][O:2][C:3]([C:5]1[S:6][C:7]([C:26]2[CH:31]=[CH:30][CH:29]=[CH:28][CH:27]=2)=[CH:8][C:9]=1[N:10]([C:17]([CH:19]1[CH2:24][CH2:23][CH:22]([CH3:25])[CH2:21][CH2:20]1)=[O:18])[CH:11]1[CH2:16][CH2:15][NH:14][CH2:13][CH2:12]1)=[O:4].CCN(CC)CC.[CH3:39][N:40]=[C:41]=[O:42]. The catalyst is C(Cl)Cl. The product is [CH3:1][O:2][C:3]([C:5]1[S:6][C:7]([C:26]2[CH:27]=[CH:28][CH:29]=[CH:30][CH:31]=2)=[CH:8][C:9]=1[N:10]([CH:11]1[CH2:16][CH2:15][N:14]([C:41](=[O:42])[NH:40][CH3:39])[CH2:13][CH2:12]1)[C:17]([CH:19]1[CH2:20][CH2:21][CH:22]([CH3:25])[CH2:23][CH2:24]1)=[O:18])=[O:4]. The yield is 0.870. (2) The reactants are [Cl:1][C:2]1[CH:3]=[C:4]([N:20]2[C:28](=[O:29])[C:27]3[C:22](=[CH:23][CH:24]=[CH:25][CH:26]=3)[C:21]2=[O:30])[CH:5]=[C:6]([Cl:19])[C:7]=1[O:8][C:9]1[CH:14]=[C:13]([CH:15]([CH3:17])[CH3:16])[C:12](=[O:18])[NH:11][N:10]=1.[CH3:31]OC(OC)N(C)C. No catalyst specified. The product is [Cl:19][C:6]1[CH:5]=[C:4]([N:20]2[C:21](=[O:30])[C:22]3[C:27](=[CH:26][CH:25]=[CH:24][CH:23]=3)[C:28]2=[O:29])[CH:3]=[C:2]([Cl:1])[C:7]=1[O:8][C:9]1[CH:14]=[C:13]([CH:15]([CH3:17])[CH3:16])[C:12](=[O:18])[N:11]([CH3:31])[N:10]=1. The yield is 0.730. (3) The reactants are [Cl:1][C:2]1[CH:3]=[CH:4][CH:5]=[C:6]2[C:11]=1[O:10][C:9](=[O:12])[C:8]([C:13]1[S:14][CH:15]=[CH:16][N:17]=1)=[CH:7]2.CC(O[K])=O.[Br:23]Br.O. The catalyst is CC(O)=O. The product is [Br:23][C:15]1[S:14][C:13]([C:8]2[C:9](=[O:12])[O:10][C:11]3[C:6]([CH:7]=2)=[CH:5][CH:4]=[CH:3][C:2]=3[Cl:1])=[N:17][CH:16]=1. The yield is 0.480. (4) The reactants are C([N:4]([S:26]([CH3:29])(=[O:28])=[O:27])[N:5]1[C:14](=[O:15])[C:13]2[C:8](=[CH:9][C:10]([C:21]([F:24])([F:23])[F:22])=[C:11]([CH2:16][NH:17][C:18](=[O:20])[CH3:19])[CH:12]=2)[NH:7][C:6]1=[O:25])(=O)C. The catalyst is Cl. The product is [CH3:29][S:26]([NH:4][N:5]1[C:14](=[O:15])[C:13]2[C:8](=[CH:9][C:10]([C:21]([F:22])([F:24])[F:23])=[C:11]([CH2:16][NH:17][C:18](=[O:20])[CH3:19])[CH:12]=2)[NH:7][C:6]1=[O:25])(=[O:28])=[O:27]. The yield is 0.0800.